This data is from Full USPTO retrosynthesis dataset with 1.9M reactions from patents (1976-2016). The task is: Predict the reactants needed to synthesize the given product. (1) Given the product [CH3:25][O:26][C:19](=[O:22])[C:29]1[CH:2]=[CH:7][C:6]([C:2]2[C:7]([C:8]#[C:9][C:10]3[CH:11]=[N:12][C:13]([NH2:16])=[CH:14][CH:15]=3)=[C:6]([CH2:17][CH3:18])[N:5]=[CH:4][N:3]=2)=[CH:17][C:30]=1[O:31][CH3:32], predict the reactants needed to synthesize it. The reactants are: Cl[C:2]1[C:7]([C:8]#[C:9][C:10]2[CH:11]=[N:12][C:13]([NH2:16])=[CH:14][CH:15]=2)=[C:6]([CH2:17][CH3:18])[N:5]=[CH:4][N:3]=1.[C:19]([O-:22])([O-])=O.[Cs+].[Cs+].[CH3:25][OH:26].CO[CH2:29][CH2:30][O:31][CH3:32]. (2) Given the product [C:8]([C:5]1[N:6]=[CH:7][C:2]([NH:1][C:22]([C:18]2[S:17][CH:21]=[CH:20][CH:19]=2)=[O:23])=[CH:3][CH:4]=1)#[N:9], predict the reactants needed to synthesize it. The reactants are: [NH2:1][C:2]1[CH:3]=[CH:4][C:5]([C:8]#[N:9])=[N:6][CH:7]=1.C(N(CC)CC)C.[S:17]1[CH:21]=[CH:20][CH:19]=[C:18]1[C:22](Cl)=[O:23]. (3) Given the product [NH2:17][C:8]1[NH:1][C:2]2[CH:7]=[CH:6][CH:5]=[CH:4][C:3]=2[N:10]=1, predict the reactants needed to synthesize it. The reactants are: [NH2:1][C:2]1[CH:7]=[CH:6][CH:5]=[CH:4][CH:3]=1.[C:8]([N:17]1C=CC=CC1=O)([N:10]1C=CC=CC1=O)=S.C(N1C=CN=C1)(N1C=CN=C1)=S.C(Cl)(Cl)=S. (4) Given the product [O:12]1[CH2:13][CH2:14][N:9]([C:3]2[S:7][C:6]([NH2:8])=[N:5][CH:4]=2)[CH2:10][CH2:11]1, predict the reactants needed to synthesize it. The reactants are: Br.Br[C:3]1[S:7][C:6]([NH2:8])=[N:5][CH:4]=1.[NH:9]1[CH2:14][CH2:13][O:12][CH2:11][CH2:10]1.C([O-])([O-])=O.[Cs+].[Cs+].O. (5) The reactants are: Br[C:2]1[CH:3]=[CH:4][C:5]([F:9])=[C:6]([CH3:8])[CH:7]=1.C([Li])(CC)C.O=[C:16]1[CH2:19][C:18]2([CH2:24][CH2:23][N:22](C(OC(C)(C)C)=O)[CH2:21][CH2:20]2)[CH2:17]1.C([SiH](CC)CC)C.FC(F)(F)C(O)=O.C(Cl)[Cl:47]. Given the product [ClH:47].[F:9][C:5]1[CH:4]=[CH:3][C:2]([CH:16]2[CH2:19][C:18]3([CH2:24][CH2:23][NH:22][CH2:21][CH2:20]3)[CH2:17]2)=[CH:7][C:6]=1[CH3:8], predict the reactants needed to synthesize it. (6) The reactants are: [CH3:1][CH:2]([N:4]([CH2:15][C:16]1[N:20]([CH2:21][CH2:22][C:23]#[N:24])[C:19]2[CH:25]=[CH:26][CH:27]=[CH:28][C:18]=2[N:17]=1)[CH:5]1[C:14]2[N:13]=[CH:12][CH:11]=[CH:10][C:9]=2[CH2:8][CH2:7][CH2:6]1)[CH3:3].NCCCN1C2C=CC=CC=2N=C1CN(C)C1C2N=CC=CC=2CCC1. Given the product [NH2:24][CH2:23][CH2:22][CH2:21][N:20]1[C:19]2[CH:25]=[CH:26][CH:27]=[CH:28][C:18]=2[N:17]=[C:16]1[CH2:15][N:4]([CH:2]([CH3:3])[CH3:1])[CH:5]1[C:14]2[N:13]=[CH:12][CH:11]=[CH:10][C:9]=2[CH2:8][CH2:7][CH2:6]1, predict the reactants needed to synthesize it. (7) Given the product [NH2:1][C:4]1[CH:5]=[C:6]([CH2:10][CH2:11][O:12][C:13](=[O:15])[CH3:14])[CH:7]=[CH:8][CH:9]=1, predict the reactants needed to synthesize it. The reactants are: [N+:1]([C:4]1[CH:5]=[C:6]([CH2:10][CH2:11][O:12][C:13](=[O:15])[CH3:14])[CH:7]=[CH:8][CH:9]=1)([O-])=O. (8) Given the product [CH2:1]([O:8][C:9]1[C:10]([O:33][CH3:34])=[CH:11][C:12]([C:27]2[N:31]=[C:30]([CH3:32])[O:29][N:28]=2)=[C:13]([CH:15]([OH:23])[C:16]([NH:17][C:18]([CH3:21])([CH3:20])[CH3:19])=[O:22])[CH:14]=1)[C:2]1[CH:3]=[CH:4][CH:5]=[CH:6][CH:7]=1, predict the reactants needed to synthesize it. The reactants are: [CH2:1]([O:8][C:9]1[C:10]([O:33][CH3:34])=[CH:11][C:12]([C:27]2[N:31]=[C:30]([CH3:32])[O:29][N:28]=2)=[C:13]([CH:15]([O:23]C(=O)C)[C:16](=[O:22])[NH:17][C:18]([CH3:21])([CH3:20])[CH3:19])[CH:14]=1)[C:2]1[CH:7]=[CH:6][CH:5]=[CH:4][CH:3]=1.[OH-].[Na+].CO.C(OCC)(=O)C.